From a dataset of Reaction yield outcomes from USPTO patents with 853,638 reactions. Predict the reaction yield, written as a fraction of the theoretical maximum amount of product (1.0 means a 100% yield; for example, 0.34 means a 34% yield). The reactants are [O:1]=[C:2]1[N:6]([C:7]2[CH:8]=[CH:9][C:10]3[C:16](=[O:17])[CH2:15][CH2:14][CH2:13][CH2:12][C:11]=3[CH:18]=2)[CH2:5][C@H:4]([CH2:19][NH:20][C:21](=[O:23])[CH3:22])[O:3]1.[Li+].C[Si]([N-][Si](C)(C)C)(C)C.[C:34]1([C:40]2[O:44][C:43]([C:45](Cl)=[O:46])=[N:42][N:41]=2)[CH:39]=[CH:38][CH:37]=[CH:36][CH:35]=1. The yield is 0.340. The product is [O:1]=[C:2]1[N:6]([C:7]2[CH:8]=[CH:9][C:10]3[C:16](=[O:17])[CH:15]([C:45]([C:43]4[O:44][C:40]([C:34]5[CH:35]=[CH:36][CH:37]=[CH:38][CH:39]=5)=[N:41][N:42]=4)=[O:46])[CH2:14][CH2:13][CH2:12][C:11]=3[CH:18]=2)[CH2:5][C@H:4]([CH2:19][NH:20][C:21](=[O:23])[CH3:22])[O:3]1. The catalyst is C1COCC1.